This data is from Reaction yield outcomes from USPTO patents with 853,638 reactions. The task is: Predict the reaction yield, written as a fraction of the theoretical maximum amount of product (1.0 means a 100% yield; for example, 0.34 means a 34% yield). (1) The reactants are [O:1]([C:3]1[CH:4]=[C:5]([CH:8]=[C:9]([O:13][CH3:14])[C:10]=1[O:11][CH3:12])[CH2:6][Br:7])[CH3:2].[C:15]1([P:21]([C:28]2[CH:33]=[CH:32][CH:31]=[CH:30][CH:29]=2)[C:22]2[CH:27]=[CH:26][CH:25]=[CH:24][CH:23]=2)[CH:20]=[CH:19][CH:18]=[CH:17][CH:16]=1. The catalyst is C1(C)C=CC=CC=1. The product is [Br-:7].[O:1]([C:3]1[CH:4]=[C:5]([CH:8]=[C:9]([O:13][CH3:14])[C:10]=1[O:11][CH3:12])[CH2:6][PH:21]([C:22]1[CH:23]=[CH:24][CH:25]=[CH:26][CH:27]=1)([C:28]1[CH:33]=[CH:32][CH:31]=[CH:30][CH:29]=1)[C:15]1[CH:16]=[CH:17][CH:18]=[CH:19][CH:20]=1)[CH3:2]. The yield is 0.864. (2) The reactants are [O:1]1[CH2:3][CH:2]1[CH2:4][O:5][C:6]1[CH:7]=[C:8]([CH:16]=[CH:17][CH:18]=1)[CH2:9][NH:10][CH:11]1[CH2:15][CH2:14][CH2:13][CH2:12]1.[CH3:19][C:20]([O:23][C:24](O[C:24]([O:23][C:20]([CH3:22])([CH3:21])[CH3:19])=[O:25])=[O:25])([CH3:22])[CH3:21]. The catalyst is C1COCC1. The product is [CH:11]1([N:10]([CH2:9][C:8]2[CH:16]=[CH:17][CH:18]=[C:6]([O:5][CH2:4][CH:2]3[CH2:3][O:1]3)[CH:7]=2)[C:24](=[O:25])[O:23][C:20]([CH3:22])([CH3:21])[CH3:19])[CH2:15][CH2:14][CH2:13][CH2:12]1. The yield is 0.860. (3) The reactants are C[N:2](C)C=O.FC(F)(F)C(OI(C1C=CC=CC=1)OC(=O)C(F)(F)F)=O.[CH3:27][C:28]([O:31][C:32]([NH:34][C@@H:35]([C:40]([OH:42])=[O:41])[CH2:36]C(N)=O)=[O:33])([CH3:30])[CH3:29].N1C=CC=CC=1. The catalyst is O. The product is [CH3:30][C:28]([O:31][C:32]([NH:34][CH:35]([C:40]([OH:42])=[O:41])[CH2:36][NH2:2])=[O:33])([CH3:27])[CH3:29]. The yield is 0.250. (4) The reactants are Cl[C:2]1[CH:3]=[C:4]([O:14][CH3:15])[C:5]2[N:11]3[CH2:12][C@H:8]([CH2:9][CH2:10]3)[NH:7][C:6]=2[N:13]=1.[Cl:16][C:17]1[CH:18]=[C:19](B(O)O)[CH:20]=[CH:21][CH:22]=1.C([O-])([O-])=O.[Cs+].[Cs+].C(Cl)Cl. The catalyst is C1C=CC(P(C2C=CC=CC=2)[C-]2C=CC=C2)=CC=1.C1C=CC(P(C2C=CC=CC=2)[C-]2C=CC=C2)=CC=1.Cl[Pd]Cl.[Fe+2].O1CCOCC1.O. The product is [CH3:15][O:14][C:4]1[C:5]2[N:11]3[CH2:12][C@H:8]([CH2:9][CH2:10]3)[NH:7][C:6]=2[N:13]=[C:2]([C:21]2[CH:20]=[CH:19][CH:18]=[C:17]([Cl:16])[CH:22]=2)[CH:3]=1. The yield is 0.330. (5) The reactants are [Cl:1][C:2]1[C:11]([CH:12]=O)=[CH:10][C:9]2[C:4](=[CH:5][CH:6]=[C:7]([O:14][CH3:15])[CH:8]=2)[N:3]=1.[CH3:16][O:17][C:18]1[CH:19]=[C:20]([CH:24]=[CH:25][C:26]=1[O:27][CH3:28])[CH2:21][C:22]#[N:23]. No catalyst specified. The product is [Cl:1][C:2]1[C:11](/[CH:12]=[C:21](/[C:20]2[CH:24]=[CH:25][C:26]([O:27][CH3:28])=[C:18]([O:17][CH3:16])[CH:19]=2)\[C:22]#[N:23])=[CH:10][C:9]2[C:4](=[CH:5][CH:6]=[C:7]([O:14][CH3:15])[CH:8]=2)[N:3]=1. The yield is 0.910. (6) The reactants are [Cl:1][C:2]1[CH:3]=[CH:4][C:5](F)=[C:6]([CH:9]=1)[CH:7]=O.C(=O)(O)O.[NH2:15][C:16]([NH2:18])=[NH:17].O. The catalyst is CC(N(C)C)=O. The product is [Cl:1][C:2]1[CH:9]=[C:6]2[C:5](=[CH:4][CH:3]=1)[N:17]=[C:16]([NH2:18])[N:15]=[CH:7]2. The yield is 0.500. (7) The reactants are [C:1]([O:5][C:6]([NH:8][C@@H:9]([CH:18]([CH3:20])[CH3:19])[C:10](=O)[CH2:11][C:12]([O:14][CH2:15][CH3:16])=[O:13])=[O:7])([CH3:4])([CH3:3])[CH3:2].CC(C)([O-])C.[K+].N12CCN(CC1)CC2.C[N:36](/[CH:38]=[C:39](\[Cl:44])/[CH:40]=[N+](C)C)C.F[P-](F)(F)(F)(F)F.C([O-])(=O)C.[NH4+]. The catalyst is C1COCC1. The product is [C:1]([O:5][C:6]([NH:8][C@H:9]([C:10]1[N:36]=[CH:38][C:39]([Cl:44])=[CH:40][C:11]=1[C:12]([O:14][CH2:15][CH3:16])=[O:13])[CH:18]([CH3:20])[CH3:19])=[O:7])([CH3:4])([CH3:3])[CH3:2]. The yield is 0.510. (8) The reactants are N[C:2]1[S:3][C:4]2[CH:10]=[C:9]([Cl:11])[CH:8]=[CH:7][C:5]=2[N:6]=1.N([O-])=O.[Na+].[Na+].[Cl-:17].CCOCC. The catalyst is OP(O)(O)=O.O.[O-]S([O-])(=O)=O.[Cu+2].[Cu](Cl)Cl. The product is [Cl:17][C:2]1[S:3][C:4]2[CH:10]=[C:9]([Cl:11])[CH:8]=[CH:7][C:5]=2[N:6]=1. The yield is 0.480. (9) The reactants are [CH2:1]([N:8]1[C:17]2[C:12](=[CH:13][C:14]([Cl:18])=[CH:15][CH:16]=2)[C:11](Cl)=[C:10]([C:20]#[N:21])[C:9]1=[O:22])[C:2]1[CH:7]=[CH:6][CH:5]=[CH:4][CH:3]=1.[NH:23]1[CH2:28][CH2:27][NH:26][CH2:25][CH2:24]1. The catalyst is ClCCl. The product is [CH2:1]([N:8]1[C:17]2[C:12](=[CH:13][C:14]([Cl:18])=[CH:15][CH:16]=2)[C:11]([N:23]2[CH2:28][CH2:27][NH:26][CH2:25][CH2:24]2)=[C:10]([C:20]#[N:21])[C:9]1=[O:22])[C:2]1[CH:7]=[CH:6][CH:5]=[CH:4][CH:3]=1. The yield is 0.980.